From a dataset of Catalyst prediction with 721,799 reactions and 888 catalyst types from USPTO. Predict which catalyst facilitates the given reaction. (1) Reactant: Br[CH2:2][C:3]([C:5]1[CH:10]=[CH:9][C:8]([F:11])=[CH:7][CH:6]=1)=O.[C:12]([NH2:16])(=[S:15])[CH2:13][CH3:14].O. Product: [CH2:13]([C:12]1[S:15][CH:2]=[C:3]([C:5]2[CH:10]=[CH:9][C:8]([F:11])=[CH:7][CH:6]=2)[N:16]=1)[CH3:14]. The catalyst class is: 8. (2) Reactant: [CH3:1][O:2][C:3]1[CH:4]=[C:5]([CH:7]=[CH:8][C:9]=1[CH3:10])[NH2:6].[Br-:11].[Br-].[Br-].C([N+](CCCC)(CCCC)CCCC)CCC.C([N+](CCCC)(CCCC)CCCC)CCC.C([N+](CCCC)(CCCC)CCCC)CCC.C([O-])(O)=O.[Na+]. Product: [Br:11][C:7]1[CH:8]=[C:9]([CH3:10])[C:3]([O:2][CH3:1])=[CH:4][C:5]=1[NH2:6]. The catalyst class is: 4. (3) Product: [CH:4]1[C:5]2[NH:6][C:7]3[C:12](=[CH:11][CH:10]=[CH:9][CH:8]=3)[C:13]=2[CH:14]=[C:2]([C:15]#[N:16])[CH:3]=1. The catalyst class is: 6. Reactant: Br[C:2]1[CH:3]=[CH:4][C:5]2[NH:6][C:7]3[C:12]([C:13]=2[CH:14]=1)=[CH:11][CH:10]=[CH:9][CH:8]=3.[C:15]([Cu])#[N:16].CN(C=O)C. (4) Reactant: [C:1]([C:3]1[CH:4]=[C:5]2[C:10](=[CH:11][CH:12]=1)[NH:9][CH:8]([C:13]([F:16])([F:15])[F:14])[C:7]([C:17]([O:19]CC)=[O:18])=[CH:6]2)#[N:2].[OH-].[Li+].Cl.C(OCC)C. Product: [C:1]([C:3]1[CH:4]=[C:5]2[C:10](=[CH:11][CH:12]=1)[NH:9][CH:8]([C:13]([F:15])([F:16])[F:14])[C:7]([C:17]([OH:19])=[O:18])=[CH:6]2)#[N:2]. The catalyst class is: 364. (5) Reactant: [C:1]([C:3]1[C:8]([N:9]2[CH2:14][CH2:13][N:12]([C:15](=[O:22])[CH2:16][CH2:17][C:18]([O:20][CH3:21])=O)[C@H:11]([CH:23]([CH3:25])[CH3:24])[CH2:10]2)=[N:7][C:6]([CH:26]2[CH2:28][CH2:27]2)=[C:5]2[CH2:29][O:30][C:31]([CH3:34])([CH3:33])[CH2:32][C:4]=12)#[N:2].O.[NH2:36][NH2:37]. Product: [O:20]1[CH:21]=[N:37][N:36]=[C:18]1[CH2:17][CH2:16][C:15]([N:12]1[CH2:13][CH2:14][N:9]([C:8]2[N:7]=[C:6]([CH:26]3[CH2:28][CH2:27]3)[C:5]3[CH2:29][O:30][C:31]([CH3:33])([CH3:34])[CH2:32][C:4]=3[C:3]=2[C:1]#[N:2])[CH2:10][C@H:11]1[CH:23]([CH3:25])[CH3:24])=[O:22]. The catalyst class is: 8.